From a dataset of Full USPTO retrosynthesis dataset with 1.9M reactions from patents (1976-2016). Predict the reactants needed to synthesize the given product. (1) Given the product [CH:1]([N:4]1[C:8]([C:9]2[N:10]=[C:11]3[CH2:17][CH2:16][O:15][C:14]4[CH:18]=[C:19]([C:22]([OH:24])=[O:23])[CH:20]=[N:21][C:13]=4[N:12]3[CH:26]=2)=[CH:7][CH:6]=[N:5]1)([CH3:3])[CH3:2], predict the reactants needed to synthesize it. The reactants are: [CH:1]([N:4]1[C:8]([C:9]2[N:10]=[C:11]3[CH2:17][CH2:16][O:15][C:14]4[CH:18]=[C:19]([C:22]([O:24]C)=[O:23])[CH:20]=[N:21][C:13]=4[N:12]3[CH:26]=2)=[CH:7][CH:6]=[N:5]1)([CH3:3])[CH3:2].[Li+].[OH-].Cl. (2) Given the product [CH:1]1[CH:6]=[N+:5]([C@@H:7]2[O:11][C@H:10]([CH2:12][O:13][P:14]([O:17][P:18]([O:21][CH2:22][C@H:23]3[O:27][C@@H:26]([N:28]4[C:32]5[N:33]=[CH:34][N:35]=[C:36]([NH2:37])[C:31]=5[N:30]=[CH:29]4)[C@H:25]([OH:38])[C@@H:24]3[OH:39])([OH:20])=[O:19])([OH:16])=[O:15])[C@@H:9]([OH:40])[C@H:8]2[OH:41])[CH:4]=[C:3]([C:42]([NH2:44])=[O:43])[CH:2]=1.[Cl-:45].[C:59]1([PH+:52]([C:46]2[CH:47]=[CH:48][CH:49]=[CH:50][CH:51]=2)[C:53]2[CH:58]=[CH:57][CH:56]=[CH:55][CH:54]=2)[CH:60]=[CH:61][CH:62]=[CH:63][CH:64]=1.[CH3:65][C:66]([O:68][CH2:69][C:81]([C@@H:80]1[C@@:72]2([CH3:92])[CH2:73][CH2:74][C@@H:61]3[C@:60]4([CH3:1])[C:59](=[CH:97][C:102]([CH2:101][CH2:100]4)=[O:103])[CH2:64][CH2:63][C@H:62]3[C@@H:83]2[CH2:84][CH2:85]1)=[O:82])=[O:67], predict the reactants needed to synthesize it. The reactants are: [CH:1]1[CH:6]=[N+:5]([C@@H:7]2[O:11][C@H:10]([CH2:12][O:13][P:14]([O:17][P:18]([O:21][CH2:22][C@H:23]3[O:27][C@@H:26]([N:28]4[C:32]5[N:33]=[CH:34][N:35]=[C:36]([NH2:37])[C:31]=5[N:30]=[CH:29]4)[C@H:25]([OH:38])[C@@H:24]3[OH:39])([OH:20])=[O:19])([OH:16])=[O:15])[C@@H:9]([OH:40])[C@H:8]2[OH:41])[CH:4]=[C:3]([C:42]([NH2:44])=[O:43])[CH:2]=1.[Cl-:45].[C:46]1([PH+:52]([C:59]2[CH:64]=[CH:63][CH:62]=[CH:61][CH:60]=2)[C:53]2[CH:58]=[CH:57][CH:56]=[CH:55][CH:54]=2)[CH:51]=[CH:50][CH:49]=[CH:48][CH:47]=1.[CH3:65][C:66]([O:68][C@@H:69]1[C@@:81]2(C)[O:82][C@:83](C=C)(C)[CH2:84][C:85](=O)[C@:80]2(O)[C@@:72]2([CH3:92])[C@@H:73](O)[CH2:74]CC(C)(C)[C@@H]2[C@@H]1O)=[O:67].C[N+]1C=[C:97]2[C:102]([O:103]C)=[C:101](OC)[CH:100]=CC2=C2C=CC3[CH:97]=[C:102]4[O:103]CO[C:101]4=[CH:100]C=3C=12.